From a dataset of NCI-60 drug combinations with 297,098 pairs across 59 cell lines. Regression. Given two drug SMILES strings and cell line genomic features, predict the synergy score measuring deviation from expected non-interaction effect. (1) Drug 1: CCC1(CC2CC(C3=C(CCN(C2)C1)C4=CC=CC=C4N3)(C5=C(C=C6C(=C5)C78CCN9C7C(C=CC9)(C(C(C8N6C=O)(C(=O)OC)O)OC(=O)C)CC)OC)C(=O)OC)O.OS(=O)(=O)O. Drug 2: CC1=C(C=C(C=C1)C(=O)NC2=CC(=CC(=C2)C(F)(F)F)N3C=C(N=C3)C)NC4=NC=CC(=N4)C5=CN=CC=C5. Cell line: SNB-75. Synergy scores: CSS=2.68, Synergy_ZIP=-3.98, Synergy_Bliss=1.75, Synergy_Loewe=-13.9, Synergy_HSA=-1.26. (2) Drug 1: CN1CCC(CC1)COC2=C(C=C3C(=C2)N=CN=C3NC4=C(C=C(C=C4)Br)F)OC. Drug 2: CC(CN1CC(=O)NC(=O)C1)N2CC(=O)NC(=O)C2. Cell line: OVCAR3. Synergy scores: CSS=33.7, Synergy_ZIP=-7.86, Synergy_Bliss=-1.00, Synergy_Loewe=-6.31, Synergy_HSA=0.646. (3) Drug 1: COC1=C(C=C2C(=C1)N=CN=C2NC3=CC(=C(C=C3)F)Cl)OCCCN4CCOCC4. Drug 2: COC1=CC(=CC(=C1O)OC)C2C3C(COC3=O)C(C4=CC5=C(C=C24)OCO5)OC6C(C(C7C(O6)COC(O7)C8=CC=CS8)O)O. Cell line: ACHN. Synergy scores: CSS=80.4, Synergy_ZIP=3.08, Synergy_Bliss=2.70, Synergy_Loewe=7.76, Synergy_HSA=9.95. (4) Drug 1: C1=CN(C(=O)N=C1N)C2C(C(C(O2)CO)O)(F)F. Drug 2: CC(C)(C#N)C1=CC=C(C=C1)N2C3=C4C=C(C=CC4=NC=C3N(C2=O)C)C5=CC6=CC=CC=C6N=C5. Cell line: UACC62. Synergy scores: CSS=64.9, Synergy_ZIP=2.36, Synergy_Bliss=1.90, Synergy_Loewe=2.50, Synergy_HSA=7.89. (5) Drug 1: C1CCN(CC1)CCOC2=CC=C(C=C2)C(=O)C3=C(SC4=C3C=CC(=C4)O)C5=CC=C(C=C5)O. Drug 2: COC1=C2C(=CC3=C1OC=C3)C=CC(=O)O2. Cell line: ACHN. Synergy scores: CSS=1.33, Synergy_ZIP=0.0403, Synergy_Bliss=-0.0900, Synergy_Loewe=-2.22, Synergy_HSA=-1.86. (6) Drug 1: C1CCN(CC1)CCOC2=CC=C(C=C2)C(=O)C3=C(SC4=C3C=CC(=C4)O)C5=CC=C(C=C5)O. Drug 2: C1=CC(=CC=C1CCC2=CNC3=C2C(=O)NC(=N3)N)C(=O)NC(CCC(=O)O)C(=O)O. Cell line: NCIH23. Synergy scores: CSS=-0.122, Synergy_ZIP=-0.466, Synergy_Bliss=-4.53, Synergy_Loewe=-6.00, Synergy_HSA=-7.26. (7) Drug 1: CC1C(C(CC(O1)OC2CC(CC3=C2C(=C4C(=C3O)C(=O)C5=C(C4=O)C(=CC=C5)OC)O)(C(=O)C)O)N)O.Cl. Drug 2: C1=C(C(=O)NC(=O)N1)N(CCCl)CCCl. Cell line: HL-60(TB). Synergy scores: CSS=81.0, Synergy_ZIP=8.86, Synergy_Bliss=9.33, Synergy_Loewe=6.53, Synergy_HSA=10.9.